From a dataset of Reaction yield outcomes from USPTO patents with 853,638 reactions. Predict the reaction yield, written as a fraction of the theoretical maximum amount of product (1.0 means a 100% yield; for example, 0.34 means a 34% yield). The reactants are [F:1][C:2]1[CH:3]=[C:4]2[C:12](=[CH:13][CH:14]=1)[NH:11][C:10]1[C:9]([O:15][CH3:16])=[C:8]3[NH:17][C:18]4[CH:19]=[CH:20][C:21]([F:24])=[CH:22][C:23]=4[C:7]3=[CH:6][C:5]2=1.[H-].[Na+].Cl[CH2:28][C:29]#[N:30].S(C)[CH3:32].C[N:35]([CH:37]=O)C. The catalyst is C1COCC1. The product is [F:24][C:21]1[CH:22]=[C:23]2[C:18](=[CH:19][CH:20]=1)[N:17]([CH2:28][CH2:29][NH2:30])[C:8]1[C:9]([O:15][CH3:16])=[C:10]3[N:11]([CH2:32][CH2:37][NH2:35])[C:12]4[CH:13]=[CH:14][C:2]([F:1])=[CH:3][C:4]=4[C:5]3=[CH:6][C:7]2=1. The yield is 0.450.